This data is from Forward reaction prediction with 1.9M reactions from USPTO patents (1976-2016). The task is: Predict the product of the given reaction. (1) Given the reactants [F:1][C:2]([F:17])([F:16])[C:3]([C:9]1[C:10](F)=[N:11][CH:12]=[CH:13][CH:14]=1)([OH:8])[CH2:4][N+:5]([O-])=O.C(N(CC)CC)C, predict the reaction product. The product is: [F:1][C:2]([F:17])([F:16])[C:3]1([OH:8])[C:9]2[C:10](=[N:11][CH:12]=[CH:13][CH:14]=2)[NH:5][CH2:4]1. (2) Given the reactants [CH3:1][NH:2][C:3]1[CH:4]=[N:5][CH:6]=[CH:7][CH:8]=1.[CH2:9]=[C:10]1[O:14][C:12](=[O:13])[CH2:11]1, predict the reaction product. The product is: [CH3:1][N:2]([C:3]1[CH:4]=[N:5][CH:6]=[CH:7][CH:8]=1)[C:12](=[O:13])[CH2:11][C:10](=[O:14])[CH3:9]. (3) Given the reactants [Cl:1][C:2]1[C:3]([N:9]2[CH:13]=[C:12]([CH2:14][CH2:15][CH2:16][O:17]COC)[C:11]([CH:21]([CH3:23])[CH3:22])=[N:10]2)=[N:4][CH:5]=[C:6]([Cl:8])[CH:7]=1.Cl, predict the reaction product. The product is: [Cl:1][C:2]1[C:3]([N:9]2[CH:13]=[C:12]([CH2:14][CH2:15][CH2:16][OH:17])[C:11]([CH:21]([CH3:23])[CH3:22])=[N:10]2)=[N:4][CH:5]=[C:6]([Cl:8])[CH:7]=1. (4) Given the reactants Br[C:2]1[CH:3]=[N:4][CH:5]=[C:6]([O:8][C:9]2[CH:14]=[CH:13][CH:12]=[CH:11][CH:10]=2)[CH:7]=1.C([Li])CCC.[O:20]=[C:21]1[CH2:27][CH:26]2[CH2:28][CH:22]1[CH2:23][N:24]([C:29]([O:31][CH2:32][CH3:33])=[O:30])[CH2:25]2, predict the reaction product. The product is: [OH:20][C:21]1([C:2]2[CH:3]=[N:4][CH:5]=[C:6]([O:8][C:9]3[CH:14]=[CH:13][CH:12]=[CH:11][CH:10]=3)[CH:7]=2)[CH2:27][CH:26]2[CH2:28][CH:22]1[CH2:23][N:24]([C:29]([O:31][CH2:32][CH3:33])=[O:30])[CH2:25]2. (5) Given the reactants [OH:1][C:2]1([CH2:18][C:19]#[N:20])[C:13]2[C:12]3[O:11][C:10]([CH3:14])=[N:9][C:8]=3[CH:7]=[CH:6][C:5]=2[CH2:4][CH:3]1[CH:15]([CH3:17])[CH3:16].N.[CH2:22]([OH:24])[CH3:23].C(N(CC)CC)C.C(OC(=O)C)(=O)C.C(=O)([O-])O.[Na+], predict the reaction product. The product is: [OH:1][C:2]1([CH2:18][CH2:19][NH:20][C:22](=[O:24])[CH3:23])[C:13]2[C:12]3[O:11][C:10]([CH3:14])=[N:9][C:8]=3[CH:7]=[CH:6][C:5]=2[CH2:4][CH:3]1[CH:15]([CH3:17])[CH3:16]. (6) Given the reactants [CH3:1][C@@H:2]([CH2:5][C:6]1[CH:7]=[C:8]2[C:13](=[CH:14][CH:15]=1)[N:12]=[CH:11][CH:10]=[N:9]2)[CH2:3][OH:4].CC1(C)N([O])C(C)(C)CCC1.[K+].[Br-].Cl[O-].[Na+].C([O-])(O)=O.[Na+], predict the reaction product. The product is: [CH3:1][C@@H:2]([CH2:5][C:6]1[CH:7]=[C:8]2[C:13](=[CH:14][CH:15]=1)[N:12]=[CH:11][CH:10]=[N:9]2)[CH:3]=[O:4].